This data is from Catalyst prediction with 721,799 reactions and 888 catalyst types from USPTO. The task is: Predict which catalyst facilitates the given reaction. (1) Reactant: [OH:1][CH2:2][C@@H:3]([NH:11][C:12](=[O:18])[O:13][C:14]([CH3:17])([CH3:16])[CH3:15])[CH2:4][C@H:5]([CH2:9][OH:10])[CH2:6][CH:7]=[CH2:8].B(F)(F)F.CCOCC.CO[C:30](OC)([CH3:32])[CH3:31]. Product: [OH:10][CH2:9][C@H:5]([CH2:6][CH:7]=[CH2:8])[CH2:4][C@H:3]1[CH2:2][O:1][C:30]([CH3:32])([CH3:31])[N:11]1[C:12]([O:13][C:14]([CH3:17])([CH3:16])[CH3:15])=[O:18]. The catalyst class is: 21. (2) Product: [Cl:9][C:5]1[C:4]([CH2:11][CH2:10][O:12][CH2:13][CH3:14])=[N:3][C:2]([Cl:1])=[CH:7][CH:6]=1. The catalyst class is: 550. Reactant: [Cl:1][C:2]1[C:7](Cl)=[CH:6][C:5]([Cl:9])=[CH:4][N:3]=1.[CH2:10]([O:12][CH2:13][CH2:14]O)[CH3:11].[H-].[Na+]. (3) Reactant: [C:1]([C:3]1[N:8]=[C:7]([S:9][CH3:10])[N:6]=[CH:5][CH:4]=1)#[N:2].[C:11](OC)(=[O:19])[C:12]1[C:13](=[CH:15][CH:16]=[CH:17][CH:18]=1)[SH:14].C(N(CC)CC)C. Product: [CH3:10][S:9][C:7]1[N:6]=[CH:5][CH:4]=[C:3]([C:1]2[S:14][C:13]3[CH:15]=[CH:16][CH:17]=[CH:18][C:12]=3[C:11](=[O:19])[N:2]=2)[N:8]=1. The catalyst class is: 11. (4) Reactant: [CH3:1][O:2][C:3]1[CH:12]=[C:11]2[C:6]([N:7]=[CH:8][C:9](=[O:29])[N:10]2[CH2:13][CH2:14][N:15]2[CH2:20][CH2:19][CH:18]([NH:21]C(=O)OC(C)(C)C)[CH2:17][CH2:16]2)=[C:5]([C:30]2[CH:35]=[CH:34][N:33]=[CH:32][CH:31]=2)[CH:4]=1.FC(F)(F)C(O)=O. Product: [NH2:21][CH:18]1[CH2:17][CH2:16][N:15]([CH2:14][CH2:13][N:10]2[C:11]3[C:6](=[C:5]([C:30]4[CH:35]=[CH:34][N:33]=[CH:32][CH:31]=4)[CH:4]=[C:3]([O:2][CH3:1])[CH:12]=3)[N:7]=[CH:8][C:9]2=[O:29])[CH2:20][CH2:19]1. The catalyst class is: 22. (5) Reactant: [CH2:1]([S:3][C:4]1[C:5]([C:10]#N)=[N:6][CH:7]=[CH:8][CH:9]=1)[CH3:2].S(=O)(=O)(O)[OH:13].[OH-:17].[Na+]. Product: [CH2:1]([S:3][C:4]1[C:5]([C:10]([OH:13])=[O:17])=[N:6][CH:7]=[CH:8][CH:9]=1)[CH3:2]. The catalyst class is: 6. (6) Reactant: [F:1][C:2]1[CH:7]=[CH:6][C:5]([C:8]2[O:9][C:10]3[CH:20]=[CH:19][C:18]([C:21]4[CH:22]=[C:23]([CH:27]=[CH:28][C:29]=4[CH3:30])[C:24](O)=[O:25])=[CH:17][C:11]=3[C:12]=2[C:13](=[O:16])[NH:14][CH3:15])=[CH:4][CH:3]=1.[CH3:31][C:32]1[O:36][CH:35]=[N:34][C:33]=1[C:37]1([NH2:40])[CH2:39][CH2:38]1.CCN=C=NCCCN(C)C.Cl.C1C=CC2N(O)N=NC=2C=1. Product: [F:1][C:2]1[CH:3]=[CH:4][C:5]([C:8]2[O:9][C:10]3[CH:20]=[CH:19][C:18]([C:21]4[CH:22]=[C:23]([C:24](=[O:25])[NH:40][C:37]5([C:33]6[N:34]=[CH:35][O:36][C:32]=6[CH3:31])[CH2:39][CH2:38]5)[CH:27]=[CH:28][C:29]=4[CH3:30])=[CH:17][C:11]=3[C:12]=2[C:13]([NH:14][CH3:15])=[O:16])=[CH:6][CH:7]=1. The catalyst class is: 46.